Dataset: Forward reaction prediction with 1.9M reactions from USPTO patents (1976-2016). Task: Predict the product of the given reaction. (1) Given the reactants C([BH3-])#N.[Na+].[C:5]([O:9][C:10]([NH:12][N:13]=[C:14]1[CH2:19][CH2:18][CH:17]([C:20]2[O:24][N:23]=[C:22]([CH:25]([CH3:27])[CH3:26])[N:21]=2)[CH2:16][CH2:15]1)=[O:11])([CH3:8])([CH3:7])[CH3:6].O.[OH-].[Na+], predict the reaction product. The product is: [C:5]([O:9][C:10]([NH:12][NH:13][C@H:14]1[CH2:19][CH2:18][C@@H:17]([C:20]2[O:24][N:23]=[C:22]([CH:25]([CH3:27])[CH3:26])[N:21]=2)[CH2:16][CH2:15]1)=[O:11])([CH3:8])([CH3:7])[CH3:6].[C:5]([O:9][C:10]([NH:12][NH:13][C@H:14]1[CH2:19][CH2:18][C@H:17]([C:20]2[O:24][N:23]=[C:22]([CH:25]([CH3:27])[CH3:26])[N:21]=2)[CH2:16][CH2:15]1)=[O:11])([CH3:8])([CH3:7])[CH3:6]. (2) Given the reactants [F:1][C:2]1[C:13]([F:14])=[C:12]([F:15])[CH:11]=[CH:10][C:3]=1[NH:4][C@H:5]([CH3:9])[C:6]([OH:8])=[O:7].Cl.[CH2:17](O)[CH3:18], predict the reaction product. The product is: [F:1][C:2]1[C:13]([F:14])=[C:12]([F:15])[CH:11]=[CH:10][C:3]=1[NH:4][C@H:5]([CH3:9])[C:6]([O:8][CH2:17][CH3:18])=[O:7]. (3) Given the reactants [CH:1]([C:3]1[CH:8]=[CH:7][C:6]([CH2:9][CH2:10][C:11]([OH:13])=[O:12])=[CH:5][CH:4]=1)=[O:2].C(=O)(O[N:16]1[C:20](=[O:21])[CH2:19][CH2:18][C:17]1=[O:22])O[N:16]1[C:20](=[O:21])[CH2:19][CH2:18][C:17]1=[O:22], predict the reaction product. The product is: [CH:1]([C:3]1[CH:8]=[CH:7][C:6]([CH2:9][CH2:10][C:11]([O:13][N:16]2[C:20](=[O:21])[CH2:19][CH2:18][C:17]2=[O:22])=[O:12])=[CH:5][CH:4]=1)=[O:2].